This data is from Forward reaction prediction with 1.9M reactions from USPTO patents (1976-2016). The task is: Predict the product of the given reaction. Given the reactants Br[CH2:2][C:3]([C:5]1[CH:10]=[CH:9][CH:8]=[CH:7][CH:6]=1)=[O:4].C([O-])=[O:12].[Na+], predict the reaction product. The product is: [OH:12][CH2:2][C:3]([C:5]1[CH:10]=[CH:9][CH:8]=[CH:7][CH:6]=1)=[O:4].